From a dataset of TCR-epitope binding with 47,182 pairs between 192 epitopes and 23,139 TCRs. Binary Classification. Given a T-cell receptor sequence (or CDR3 region) and an epitope sequence, predict whether binding occurs between them. (1) The epitope is ISPRTLNAW. The TCR CDR3 sequence is CSVEIVGDTGELFF. Result: 0 (the TCR does not bind to the epitope). (2) The epitope is VLQAVGACV. The TCR CDR3 sequence is CASSTSGGYEQYF. Result: 0 (the TCR does not bind to the epitope). (3) The epitope is GILGFVFTL. The TCR CDR3 sequence is CASKARGSPLHF. Result: 1 (the TCR binds to the epitope). (4) The epitope is NQKLIANQF. The TCR CDR3 sequence is CAAGGGGTEKLFF. Result: 0 (the TCR does not bind to the epitope). (5) The epitope is IPSINVHHY. The TCR CDR3 sequence is CASSLLEHNNRGELFF. Result: 0 (the TCR does not bind to the epitope). (6) The epitope is AVFDRKSDAK. The TCR CDR3 sequence is CASSMDRGSADTQYF. Result: 1 (the TCR binds to the epitope). (7) The epitope is IYSKHTPINL. The TCR CDR3 sequence is CASSPGLAGGTQYF. Result: 0 (the TCR does not bind to the epitope). (8) The epitope is ILGLPTQTV. The TCR CDR3 sequence is CATSDHSTSGRRNEQFF. Result: 0 (the TCR does not bind to the epitope).